Dataset: Catalyst prediction with 721,799 reactions and 888 catalyst types from USPTO. Task: Predict which catalyst facilitates the given reaction. (1) Reactant: C1(P(C2C=CC=CC=2)C2C=CC=CC=2)C=CC=CC=1.[Br:20]Br.[S:22]1[C:26]2[CH:27]=[CH:28][CH:29]=[CH:30][C:25]=2[CH:24]=[C:23]1[C@:31]([NH:40][C@H:41]([C:46]([NH:48][C@@H:49]([C:71]([NH2:73])=[O:72])[CH2:50][S:51][C:52]([C:65]1[CH:70]=[CH:69][CH:68]=[CH:67][CH:66]=1)([C:59]1[CH:64]=[CH:63][CH:62]=[CH:61][CH:60]=1)[C:53]1[CH:58]=[CH:57][CH:56]=[CH:55][CH:54]=1)=[O:47])[CH2:42][CH:43]([CH3:45])[CH3:44])([C:36]([F:39])([F:38])[F:37])[C:32]#[C:33][CH2:34]O.C([O-])(O)=O.[Na+]. Product: [S:22]1[C:26]2[CH:27]=[CH:28][CH:29]=[CH:30][C:25]=2[CH:24]=[C:23]1[C@:31]([NH:40][C@H:41]([C:46]([NH:48][C@@H:49]([C:71]([NH2:73])=[O:72])[CH2:50][S:51][C:52]([C:65]1[CH:70]=[CH:69][CH:68]=[CH:67][CH:66]=1)([C:59]1[CH:64]=[CH:63][CH:62]=[CH:61][CH:60]=1)[C:53]1[CH:58]=[CH:57][CH:56]=[CH:55][CH:54]=1)=[O:47])[CH2:42][CH:43]([CH3:45])[CH3:44])([C:36]([F:39])([F:38])[F:37])[C:32]#[C:33][CH2:34][Br:20]. The catalyst class is: 68. (2) Reactant: [CH:1]1([C:4]2[NH:5][C:6]3[CH:7]=[CH:8][CH:9]=[CH:10][C:11]=3[C:12]3[C:13]=2[C:14](=[O:26])[N:15]([C:17]2[CH:25]=[CH:24][C:20]([C:21](O)=[O:22])=[CH:19][CH:18]=2)[N:16]=3)[CH2:3][CH2:2]1.C(Cl)(=O)C([Cl:30])=O.CN(C)C=O. Product: [CH:1]1([C:4]2[NH:5][C:6]3[CH:7]=[CH:8][CH:9]=[CH:10][C:11]=3[C:12]3[C:13]=2[C:14](=[O:26])[N:15]([C:17]2[CH:25]=[CH:24][C:20]([C:21]([Cl:30])=[O:22])=[CH:19][CH:18]=2)[N:16]=3)[CH2:3][CH2:2]1. The catalyst class is: 4.